From a dataset of Catalyst prediction with 721,799 reactions and 888 catalyst types from USPTO. Predict which catalyst facilitates the given reaction. (1) Reactant: [Br:1][C:2]1[CH:3]=[C:4]([CH:8]=[CH:9][C:10]=1[O:11][CH3:12])[C:5]([OH:7])=O.[CH3:13][N:14]1[CH2:19][CH2:18][N:17]([C:20]2[CH:25]=[CH:24][C:23]([NH2:26])=[CH:22][CH:21]=2)[CH2:16][CH2:15]1.CCN=C=NCCCN(C)C.C1C=CC2N(O)N=NC=2C=1.CN1CCOCC1. Product: [Br:1][C:2]1[CH:3]=[C:4]([CH:8]=[CH:9][C:10]=1[O:11][CH3:12])[C:5]([NH:26][C:23]1[CH:22]=[CH:21][C:20]([N:17]2[CH2:16][CH2:15][N:14]([CH3:13])[CH2:19][CH2:18]2)=[CH:25][CH:24]=1)=[O:7]. The catalyst class is: 18. (2) Reactant: [NH2:1][C:2]1[S:3][CH:4]=[CH:5][N:6]=1.[C:7](C1NC=CN=1)(C1NC=CN=1)=S.[Cl:19][C:20]1[CH:25]=[C:24]([Cl:26])[CH:23]=[CH:22][C:21]=1[CH:27]([NH2:34])[CH2:28][N:29]1[CH:33]=[CH:32][N:31]=[CH:30]1.[C:35]1([CH:41]([NH2:48])[C:42]2[CH:47]=[CH:46][CH:45]=[CH:44][CH:43]=2)[CH:40]=[CH:39][CH:38]=[CH:37][CH:36]=1. Product: [ClH:19].[C:35]1([CH:41]([C:42]2[CH:43]=[CH:44][CH:45]=[CH:46][CH:47]=2)[NH:48][C:7]([NH:34][CH:27]([C:21]2[CH:22]=[CH:23][C:24]([Cl:26])=[CH:25][C:20]=2[Cl:19])[CH2:28][N:29]2[CH:33]=[CH:32][N:31]=[CH:30]2)=[N:1][C:2]2[S:3][CH:4]=[CH:5][N:6]=2)[CH:40]=[CH:39][CH:38]=[CH:37][CH:36]=1. The catalyst class is: 10.